Dataset: Reaction yield outcomes from USPTO patents with 853,638 reactions. Task: Predict the reaction yield, written as a fraction of the theoretical maximum amount of product (1.0 means a 100% yield; for example, 0.34 means a 34% yield). (1) The reactants are [Br:1][C:2]1[CH:3]=[N:4][C:5]([NH:11][C:12]([NH:14][CH2:15][CH2:16][C:17]([O:19][CH3:20])=[O:18])=[O:13])=[C:6]([CH:10]=1)[C:7]([OH:9])=O.[C:21]([O-])([O-])=O.[K+].[K+].CI. The catalyst is CC(C)=O. The product is [Br:1][C:2]1[CH:3]=[N:4][C:5]2[N:11]([CH3:21])[C:12](=[O:13])[N:14]([CH2:15][CH2:16][C:17]([O:19][CH3:20])=[O:18])[C:7](=[O:9])[C:6]=2[CH:10]=1. The yield is 0.344. (2) The reactants are [C:1]([NH:4][C:5]1[CH:10]=[CH:9][C:8]([S:11](Cl)(=[O:13])=[O:12])=[CH:7][CH:6]=1)(=[O:3])[CH3:2].[C:15]([O:19][C:20](=[O:52])[N:21]([CH3:51])[C@H:22]([C:24](=[O:50])[NH:25][C@@H:26]1[C:32](=[O:33])[N:31]([CH2:34][C:35]2[C:44]3[C:39](=[CH:40][CH:41]=[CH:42][CH:43]=3)[CH:38]=[CH:37][C:36]=2[CH3:45])[C:30]2[CH:46]=[CH:47][CH:48]=[CH:49][C:29]=2[NH:28][CH2:27]1)[CH3:23])([CH3:18])([CH3:17])[CH3:16].N1C=CC=CC=1. The catalyst is CN(C)C1C=CN=CC=1.ClC(Cl)C.O. The product is [C:15]([O:19][C:20](=[O:52])[N:21]([C@H:22]([C:24](=[O:50])[NH:25][C@@H:26]1[C:32](=[O:33])[N:31]([CH2:34][C:35]2[C:44]3[C:39](=[CH:40][CH:41]=[CH:42][CH:43]=3)[CH:38]=[CH:37][C:36]=2[CH3:45])[C:30]2[CH:46]=[CH:47][CH:48]=[CH:49][C:29]=2[N:28]([S:11]([C:8]2[CH:9]=[CH:10][C:5]([NH:4][C:1](=[O:3])[CH3:2])=[CH:6][CH:7]=2)(=[O:13])=[O:12])[CH2:27]1)[CH3:23])[CH3:51])([CH3:16])([CH3:17])[CH3:18]. The yield is 0.310. (3) The reactants are Cl[C:2]1[C:3]([C:11]([OH:13])=[O:12])=[N:4][N:5]([CH3:10])[C:6](=[O:9])[C:7]=1[CH3:8].[F:14][C:15]1[CH:21]=[C:20]([I:22])[CH:19]=[CH:18][C:16]=1[NH2:17].[Li+].C[Si]([N-][Si](C)(C)C)(C)C. The catalyst is C1COCC1. The product is [F:14][C:15]1[CH:21]=[C:20]([I:22])[CH:19]=[CH:18][C:16]=1[NH:17][C:2]1[C:3]([C:11]([OH:13])=[O:12])=[N:4][N:5]([CH3:10])[C:6](=[O:9])[C:7]=1[CH3:8]. The yield is 0.380.